Dataset: Peptide-MHC class II binding affinity with 134,281 pairs from IEDB. Task: Regression. Given a peptide amino acid sequence and an MHC pseudo amino acid sequence, predict their binding affinity value. This is MHC class II binding data. (1) The peptide sequence is NRVWNSFQIEEFGTGE. The binding affinity (normalized) is 0.492. The MHC is HLA-DQA10501-DQB10302 with pseudo-sequence HLA-DQA10501-DQB10302. (2) The peptide sequence is GIAQSASVLSFMDKG. The binding affinity (normalized) is 0.498. The MHC is DRB4_0103 with pseudo-sequence DRB4_0103.